From a dataset of Catalyst prediction with 721,799 reactions and 888 catalyst types from USPTO. Predict which catalyst facilitates the given reaction. Reactant: [H-].[Na+].[C:3]([C:6]1[CH:10]=[CH:9][S:8][CH:7]=1)(=[O:5])[CH3:4].[C:11](OC)(=[O:16])[C:12]([O:14][CH3:15])=[O:13]. Product: [CH3:15][O:14][C:12](=[O:13])[C:11](=[O:16])[CH2:4][C:3](=[O:5])[C:6]1[CH:10]=[CH:9][S:8][CH:7]=1. The catalyst class is: 3.